This data is from Forward reaction prediction with 1.9M reactions from USPTO patents (1976-2016). The task is: Predict the product of the given reaction. Given the reactants [CH2:1]([O:3][C:4](=[O:16])[C:5](=O)[CH2:6][C:7](=[O:14])[C:8]1[CH:13]=[CH:12][CH:11]=[CH:10][CH:9]=1)C.Cl.[NH2:18]O, predict the reaction product. The product is: [CH3:1][O:3][C:4]([C:5]1[CH:6]=[C:7]([C:8]2[CH:13]=[CH:12][CH:11]=[CH:10][CH:9]=2)[O:14][N:18]=1)=[O:16].